This data is from Forward reaction prediction with 1.9M reactions from USPTO patents (1976-2016). The task is: Predict the product of the given reaction. (1) Given the reactants [CH3:1][O:2][C:3]1[N:8]=[C:7]([C:9]([OH:11])=O)[CH:6]=[CH:5][CH:4]=1.CN(C(ON1N=NC2C=CC=NC1=2)=[N+](C)C)C.F[P-](F)(F)(F)(F)F.C(N(C(C)C)CC)(C)C.[CH3:45][C:46]1[N:47]=[C:48]2[C:53]([CH3:54])=[CH:52][C:51]([C:55]3[CH:60]=[CH:59][CH:58]=[CH:57][C:56]=3[C:61]([F:64])([F:63])[F:62])=[N:50][N:49]2[C:65]=1[NH2:66].C([O-])(O)=O.[Na+], predict the reaction product. The product is: [CH3:45][C:46]1[N:47]=[C:48]2[C:53]([CH3:54])=[CH:52][C:51]([C:55]3[CH:60]=[CH:59][CH:58]=[CH:57][C:56]=3[C:61]([F:64])([F:63])[F:62])=[N:50][N:49]2[C:65]=1[NH:66][C:9](=[O:11])[C:7]1[CH:6]=[CH:5][CH:4]=[C:3]([O:2][CH3:1])[N:8]=1. (2) The product is: [CH3:1][NH:2][S:16]([C:4]1[CH:5]=[CH:6][C:7]2[S:8][C:9]3[CH:15]=[CH:14][CH:13]=[CH:12][C:10]=3[C:11]=2[CH:3]=1)(=[O:18])=[O:17]. Given the reactants [CH3:1][NH2:2].[CH:3]1[C:11]2[C:10]3[CH:12]=[CH:13][CH:14]=[CH:15][C:9]=3[S:8][C:7]=2[CH:6]=[CH:5][C:4]=1[S:16](Cl)(=[O:18])=[O:17], predict the reaction product. (3) Given the reactants [N:1]1[C:10]2[CH:9]([NH2:11])[CH2:8][CH2:7][CH2:6][C:5]=2[CH:4]=[CH:3][CH:2]=1.[N+:12]([C:15]1[CH:20]=[CH:19][CH:18]=[CH:17][C:16]=1[S:21](Cl)(=[O:23])=[O:22])([O-:14])=[O:13].CCN(CC)CC.N#N, predict the reaction product. The product is: [N+:12]([C:15]1[CH:20]=[CH:19][CH:18]=[CH:17][C:16]=1[S:21]([NH:11][CH:9]1[C:10]2[N:1]=[CH:2][CH:3]=[CH:4][C:5]=2[CH2:6][CH2:7][CH2:8]1)(=[O:23])=[O:22])([O-:14])=[O:13].